From a dataset of Reaction yield outcomes from USPTO patents with 853,638 reactions. Predict the reaction yield, written as a fraction of the theoretical maximum amount of product (1.0 means a 100% yield; for example, 0.34 means a 34% yield). (1) The reactants are Br[C:2]1[CH:3]=[CH:4][C:5]2[O:11][CH2:10][CH2:9][N:8]3[C:12]([C:18]([F:21])([F:20])[F:19])=[C:13]([C:15]([NH2:17])=[O:16])[N:14]=[C:7]3[C:6]=2[CH:22]=1.[C:23]([C@:25]1([OH:32])[CH2:29][CH2:28][N:27]([CH3:30])[C:26]1=[O:31])#[CH:24]. No catalyst specified. The product is [OH:32][C@@:25]1([C:23]#[C:24][C:2]2[CH:3]=[CH:4][C:5]3[O:11][CH2:10][CH2:9][N:8]4[C:12]([C:18]([F:21])([F:20])[F:19])=[C:13]([C:15]([NH2:17])=[O:16])[N:14]=[C:7]4[C:6]=3[CH:22]=2)[CH2:29][CH2:28][N:27]([CH3:30])[C:26]1=[O:31]. The yield is 0.483. (2) The reactants are [CH:1]1(/[CH:4]=[C:5](\[CH2:10][CH2:11][CH2:12][CH2:13][CH3:14])/[C:6]([O:8][CH3:9])=[O:7])[CH2:3][CH2:2]1.N1C2C(=CC=CC=2)C=CC=1.C(N(CC)CC)C. The catalyst is C(O)C.[Pd].CC([O-])=O.CC([O-])=O.[Pb+2]. The product is [CH:1]1([CH2:4][CH:5]([CH2:10][CH2:11][CH2:12][CH2:13][CH3:14])[C:6]([O:8][CH3:9])=[O:7])[CH2:2][CH2:3]1. The yield is 0.410. (3) The reactants are [CH2:1]([O:5][C:6]1[N:14]=[C:13]2[C:9]([N:10]=[C:11]([O:35]C)[N:12]2[CH2:15][C:16]2[CH:21]=[CH:20][C:19]([O:22][CH2:23][CH:24]3[CH2:29][CH2:28][N:27]([CH2:30][C:31]([O:33][CH3:34])=[O:32])[CH2:26][CH2:25]3)=[CH:18][CH:17]=2)=[C:8]([NH2:37])[N:7]=1)[CH2:2][CH2:3][CH3:4].Cl.CO. No catalyst specified. The product is [CH2:1]([O:5][C:6]1[N:14]=[C:13]2[C:9]([NH:10][C:11](=[O:35])[N:12]2[CH2:15][C:16]2[CH:17]=[CH:18][C:19]([O:22][CH2:23][CH:24]3[CH2:29][CH2:28][N:27]([CH2:30][C:31]([O:33][CH3:34])=[O:32])[CH2:26][CH2:25]3)=[CH:20][CH:21]=2)=[C:8]([NH2:37])[N:7]=1)[CH2:2][CH2:3][CH3:4]. The yield is 0.460. (4) The reactants are [C:1]([O:5][C:6]([N:8]1[CH2:11][CH:10]([O:12][C:13]2[CH:14]=[CH:15][C:16]3[O:21][CH2:20][C:19](=O)[N:18]([CH:23]([C:25]([O:27][CH2:28][CH3:29])=[O:26])[CH3:24])[C:17]=3[CH:30]=2)[CH2:9]1)=[O:7])([CH3:4])([CH3:3])[CH3:2].COC1C=CC(P2(SP(C3C=CC(OC)=CC=3)(=S)S2)=[S:40])=CC=1. The catalyst is C1(C)C=CC=CC=1.COCCOC. The product is [C:1]([O:5][C:6]([N:8]1[CH2:11][CH:10]([O:12][C:13]2[CH:14]=[CH:15][C:16]3[O:21][CH2:20][C:19](=[S:40])[N:18]([CH:23]([C:25]([O:27][CH2:28][CH3:29])=[O:26])[CH3:24])[C:17]=3[CH:30]=2)[CH2:9]1)=[O:7])([CH3:4])([CH3:3])[CH3:2]. The yield is 0.740.